From a dataset of Full USPTO retrosynthesis dataset with 1.9M reactions from patents (1976-2016). Predict the reactants needed to synthesize the given product. (1) Given the product [NH:26]1[C:34]2[C:29](=[CH:30][CH:31]=[CH:32][CH:33]=2)[C:28](/[CH:35]=[C:7]2\[O:8][C:4]3[C:3]([CH2:12][N:13]4[CH2:14][CH2:15][N:16]([C:19]([O:21][C:22]([CH3:25])([CH3:24])[CH3:23])=[O:20])[CH2:17][CH2:18]4)=[C:2]([OH:1])[CH:11]=[CH:10][C:5]=3[C:6]\2=[O:9])=[N:27]1, predict the reactants needed to synthesize it. The reactants are: [OH:1][C:2]1[CH:11]=[CH:10][C:5]2[C:6](=[O:9])[CH2:7][O:8][C:4]=2[C:3]=1[CH2:12][N:13]1[CH2:18][CH2:17][N:16]([C:19]([O:21][C:22]([CH3:25])([CH3:24])[CH3:23])=[O:20])[CH2:15][CH2:14]1.[NH:26]1[C:34]2[C:29](=[CH:30][CH:31]=[CH:32][CH:33]=2)[C:28]([CH:35]=O)=[N:27]1.N1CCCCC1. (2) Given the product [C:31]([S:36][C@@H:11]1[CH2:10][C:9]2[C@:4]([CH3:24])([CH2:5][CH2:6][C:7](=[O:23])[CH:8]=2)[C@@H:3]2[C@@H:12]1[C@H:13]1[C@:20]([CH3:22])([CH2:21][C@@H:2]2[OH:1])[C:16](=[C:17]([CH3:19])[CH3:18])[CH2:15][CH2:14]1)(=[O:33])[CH3:30], predict the reactants needed to synthesize it. The reactants are: [OH:1][C@H:2]1[CH2:21][C@@:20]2([CH3:22])[C@@H:13]([CH2:14][CH2:15][C:16]2=[C:17]([CH3:19])[CH3:18])[C@H:12]2[C@H:3]1[C@:4]1([CH3:24])[C:9]([CH:10]=[CH:11]2)=[CH:8][C:7](=[O:23])[CH2:6][CH2:5]1.S1C=CC=C1[CH2:30][C:31]([OH:33])=O.FC(F)(F)[S:36](O[Si](C)(C)C)(=O)=O.C(=O)(O)[O-].[Na+]. (3) Given the product [F:17][C:10]1[CH:11]=[C:12]([F:16])[CH:13]=[C:14]([F:15])[C:9]=1[CH:3]([C:4]([O:6][CH2:7][CH3:8])=[O:5])[C:2]([O:19][CH2:20][CH3:21])=[O:25], predict the reactants needed to synthesize it. The reactants are: Cl[C:2](Cl)=[C:3]([C:9]1[C:14]([F:15])=[CH:13][C:12]([F:16])=[CH:11][C:10]=1[F:17])[C:4]([O:6][CH2:7][CH3:8])=[O:5].[O-:19][CH2:20][CH3:21].[Na+].C(O)(=[O:25])C.